Task: Predict the reactants needed to synthesize the given product.. Dataset: Full USPTO retrosynthesis dataset with 1.9M reactions from patents (1976-2016) (1) The reactants are: [CH2:1]([O:8][C:9]1[CH:10]=[C:11]([CH:14]=[CH:15][C:16]=1[O:17][CH3:18])[CH:12]=O)[C:2]1[CH:7]=[CH:6][CH:5]=[CH:4][CH:3]=1.C([O-])(=O)C.[Na+].Cl.[NH2:25]O. Given the product [CH2:1]([O:8][C:9]1[CH:10]=[C:11]([CH:14]=[CH:15][C:16]=1[O:17][CH3:18])[C:12]#[N:25])[C:2]1[CH:7]=[CH:6][CH:5]=[CH:4][CH:3]=1, predict the reactants needed to synthesize it. (2) Given the product [C:5]([C:4]1[C:3]([F:10])=[C:2]([NH:1][C:17](=[O:26])[O:18][CH2:19][C:20]2[CH:25]=[CH:24][CH:23]=[CH:22][CH:21]=2)[CH:9]=[CH:8][CH:7]=1)#[N:6], predict the reactants needed to synthesize it. The reactants are: [NH2:1][C:2]1[C:3]([F:10])=[C:4]([CH:7]=[CH:8][CH:9]=1)[C:5]#[N:6].C(=O)([O-])[O-].[K+].[K+].[C:17](Cl)(=[O:26])[O:18][CH2:19][C:20]1[CH:25]=[CH:24][CH:23]=[CH:22][CH:21]=1. (3) Given the product [C:1]1([S:7]([C:10]2([CH2:19][NH2:20])[CH2:11][C:12]3[C:17](=[CH:16][CH:15]=[CH:14][CH:13]=3)[CH2:18]2)(=[O:9])=[O:8])[CH:2]=[CH:3][CH:4]=[CH:5][CH:6]=1, predict the reactants needed to synthesize it. The reactants are: [C:1]1([S:7]([C:10]2([C:19]#[N:20])[CH2:18][C:17]3[C:12](=[CH:13][CH:14]=[CH:15][CH:16]=3)[CH2:11]2)(=[O:9])=[O:8])[CH:6]=[CH:5][CH:4]=[CH:3][CH:2]=1.[H-].[Al+3].[Li+].[H-].[H-].[H-]. (4) The reactants are: [CH3:1][N:2]1[CH2:7][CH2:6][C:5]([C:22]2[CH:27]=[CH:26][CH:25]=[CH:24][CH:23]=2)([CH:8]([O:19][CH:20]=[CH2:21])C2C3C(=CC=CC=3)C=CC=2)[CH2:4][CH2:3]1.[CH3:28][CH2:29]O. Given the product [CH3:1][N:2]1[CH2:3][CH2:4][C:5]([CH2:8][O:19][CH:20]([C:3]2[C:28]3[C:29](=[CH:27][CH:22]=[CH:23][CH:24]=3)[CH:6]=[CH:5][CH:4]=2)[CH3:21])([C:22]2[CH:23]=[CH:24][CH:25]=[CH:26][CH:27]=2)[CH2:6][CH2:7]1, predict the reactants needed to synthesize it. (5) Given the product [CH3:41][N:37]1[C:36]2[C:42]([CH3:44])=[CH:43][C:33]([C:31]([C:11]3[CH:12]=[C:13]([N:15]4[CH2:16][CH2:17][CH:18]([N:21]5[C:29]6[C:24](=[N:25][CH:26]=[CH:27][CH:28]=6)[NH:23][C:22]5=[O:30])[CH2:19][CH2:20]4)[NH:14][C:9](=[O:8])[CH:10]=3)=[O:32])=[CH:34][C:35]=2[O:39][C:38]1=[O:40], predict the reactants needed to synthesize it. The reactants are: C([O:8][C:9]1[N:14]=[C:13]([N:15]2[CH2:20][CH2:19][CH:18]([N:21]3[C:29]4[C:24](=[N:25][CH:26]=[CH:27][CH:28]=4)[NH:23][C:22]3=[O:30])[CH2:17][CH2:16]2)[CH:12]=[C:11]([C:31]([C:33]2[CH:43]=[C:42]([CH3:44])[C:36]3[N:37]([CH3:41])[C:38](=[O:40])[O:39][C:35]=3[CH:34]=2)=[O:32])[CH:10]=1)C1C=CC=CC=1.Cl.N1C=CC=CC=1. (6) The reactants are: [Cl:1][C:2]1[CH:3]=[C:4]([CH:42]=[CH:43][CH:44]=1)[O:5][C:6]1[CH:7]=[C:8]2[C:13](=[CH:14][CH:15]=1)[CH2:12][N:11]([C:16](=[O:30])[C@@H:17]([NH:22][C:23]1[CH:28]=[CH:27][C:26]([F:29])=[CH:25][CH:24]=1)[C:18]([CH3:21])([CH3:20])[CH3:19])[CH:10]([C:31]([NH:33][C@:34]1([C:39](O)=[O:40])[CH2:36][C@H:35]1[CH:37]=[CH2:38])=[O:32])[CH2:9]2.C(N1C=CN=C1)(N1C=CN=C1)=O.[CH:57]1([S:60]([NH2:63])(=[O:62])=[O:61])[CH2:59][CH2:58]1.N12CCCN=C1CCCCC2. Given the product [Cl:1][C:2]1[CH:3]=[C:4]([CH:42]=[CH:43][CH:44]=1)[O:5][C:6]1[CH:7]=[C:8]2[C:13](=[CH:14][CH:15]=1)[CH2:12][N:11]([C:16](=[O:30])[C@@H:17]([NH:22][C:23]1[CH:24]=[CH:25][C:26]([F:29])=[CH:27][CH:28]=1)[C:18]([CH3:19])([CH3:21])[CH3:20])[CH:10]([C:31]([NH:33][C@:34]1([C:39](=[O:40])[NH:63][S:60]([CH:57]3[CH2:59][CH2:58]3)(=[O:62])=[O:61])[CH2:36][C@H:35]1[CH:37]=[CH2:38])=[O:32])[CH2:9]2, predict the reactants needed to synthesize it. (7) Given the product [F:1][C:2]1[CH:7]=[CH:6][C:5]([C:8]([CH3:20])([CH3:19])[CH2:9][NH:10][C:11]2[N:12]=[CH:13][C:29]([CH:28]([OH:24])[CH2:32][OH:31])=[CH:30][CH:16]=2)=[CH:4][CH:3]=1, predict the reactants needed to synthesize it. The reactants are: [F:1][C:2]1[CH:7]=[CH:6][C:5]([C:8]([CH3:20])([CH3:19])[CH2:9][NH:10][C:11]2[CH:16]=CC(C=C)=[CH:13][N:12]=2)=[CH:4][CH:3]=1.[NH+]1([O-])CC[O:24]CC1.[CH2:28]1[CH2:32][O:31][CH2:30][CH2:29]1. (8) Given the product [NH2:18][C:11]1[CH:12]=[C:13]([O:16][CH3:17])[CH:14]=[CH:15][C:10]=1[C:9]([NH:8][C:5]1[CH:4]=[CH:3][C:2]([Cl:1])=[CH:7][CH:6]=1)=[O:21], predict the reactants needed to synthesize it. The reactants are: [Cl:1][C:2]1[CH:7]=[CH:6][C:5]([NH:8][C:9](=[O:21])[C:10]2[CH:15]=[CH:14][C:13]([O:16][CH3:17])=[CH:12][C:11]=2[N+:18]([O-])=O)=[CH:4][CH:3]=1.O.O.[Sn](Cl)Cl.O.C([O-])(O)=O.[Na+].